From a dataset of Full USPTO retrosynthesis dataset with 1.9M reactions from patents (1976-2016). Predict the reactants needed to synthesize the given product. Given the product [Cl:1][C:2]1[CH:7]=[CH:6][C:5]([S:8]([CH2:11][C:12]2[CH:13]=[C:14]([CH:18]=[CH:19][CH:20]=2)[C:15]([NH:43][CH2:42][CH2:41][N:36]2[CH2:40][CH2:39][CH2:38][CH2:37]2)=[O:16])(=[O:10])=[O:9])=[C:4]([NH:21][S:22]([C:25]2[CH:30]=[CH:29][C:28]([Cl:31])=[C:27]([C:32]([F:35])([F:33])[F:34])[CH:26]=2)(=[O:23])=[O:24])[CH:3]=1, predict the reactants needed to synthesize it. The reactants are: [Cl:1][C:2]1[CH:7]=[CH:6][C:5]([S:8]([CH2:11][C:12]2[CH:13]=[C:14]([CH:18]=[CH:19][CH:20]=2)[C:15](O)=[O:16])(=[O:10])=[O:9])=[C:4]([NH:21][S:22]([C:25]2[CH:30]=[CH:29][C:28]([Cl:31])=[C:27]([C:32]([F:35])([F:34])[F:33])[CH:26]=2)(=[O:24])=[O:23])[CH:3]=1.[N:36]1([CH2:41][CH2:42][NH2:43])[CH2:40][CH2:39][CH2:38][CH2:37]1.C(Cl)CCl.